Dataset: NCI-60 drug combinations with 297,098 pairs across 59 cell lines. Task: Regression. Given two drug SMILES strings and cell line genomic features, predict the synergy score measuring deviation from expected non-interaction effect. (1) Drug 1: CN1C(=O)N2C=NC(=C2N=N1)C(=O)N. Drug 2: C1=NC(=NC(=O)N1C2C(C(C(O2)CO)O)O)N. Cell line: HS 578T. Synergy scores: CSS=15.5, Synergy_ZIP=-3.09, Synergy_Bliss=5.22, Synergy_Loewe=-4.93, Synergy_HSA=2.79. (2) Synergy scores: CSS=62.1, Synergy_ZIP=-7.56, Synergy_Bliss=-8.63, Synergy_Loewe=-6.17, Synergy_HSA=-5.82. Drug 1: C(CC(=O)O)C(=O)CN.Cl. Cell line: HCC-2998. Drug 2: CC1C(C(CC(O1)OC2CC(CC3=C2C(=C4C(=C3O)C(=O)C5=CC=CC=C5C4=O)O)(C(=O)C)O)N)O. (3) Drug 1: C1=C(C(=O)NC(=O)N1)N(CCCl)CCCl. Drug 2: C1CN(CCN1C(=O)CCBr)C(=O)CCBr. Cell line: PC-3. Synergy scores: CSS=22.4, Synergy_ZIP=-2.60, Synergy_Bliss=2.53, Synergy_Loewe=2.87, Synergy_HSA=4.96. (4) Drug 1: CC1CCC2CC(C(=CC=CC=CC(CC(C(=O)C(C(C(=CC(C(=O)CC(OC(=O)C3CCCCN3C(=O)C(=O)C1(O2)O)C(C)CC4CCC(C(C4)OC)O)C)C)O)OC)C)C)C)OC. Drug 2: C1CN(P(=O)(OC1)NCCCl)CCCl. Cell line: NCI-H322M. Synergy scores: CSS=4.97, Synergy_ZIP=-0.411, Synergy_Bliss=0.660, Synergy_Loewe=-35.1, Synergy_HSA=-0.307. (5) Drug 1: C1=CC(=CC=C1CC(C(=O)O)N)N(CCCl)CCCl.Cl. Drug 2: C1C(C(OC1N2C=NC(=NC2=O)N)CO)O. Cell line: ACHN. Synergy scores: CSS=20.0, Synergy_ZIP=2.20, Synergy_Bliss=2.45, Synergy_Loewe=3.23, Synergy_HSA=3.98. (6) Drug 1: CC1=C2C(C(=O)C3(C(CC4C(C3C(C(C2(C)C)(CC1OC(=O)C(C(C5=CC=CC=C5)NC(=O)C6=CC=CC=C6)O)O)OC(=O)C7=CC=CC=C7)(CO4)OC(=O)C)O)C)OC(=O)C. Drug 2: C(=O)(N)NO. Cell line: SK-MEL-28. Synergy scores: CSS=11.3, Synergy_ZIP=-3.28, Synergy_Bliss=-2.64, Synergy_Loewe=-25.7, Synergy_HSA=-4.65. (7) Drug 1: C1=CC(=CC=C1CCCC(=O)O)N(CCCl)CCCl. Drug 2: C1CC(C1)(C(=O)O)C(=O)O.[NH2-].[NH2-].[Pt+2]. Cell line: COLO 205. Synergy scores: CSS=49.9, Synergy_ZIP=-5.33, Synergy_Bliss=-3.20, Synergy_Loewe=-2.12, Synergy_HSA=-0.153. (8) Drug 1: CS(=O)(=O)C1=CC(=C(C=C1)C(=O)NC2=CC(=C(C=C2)Cl)C3=CC=CC=N3)Cl. Drug 2: CC(C)NC(=O)C1=CC=C(C=C1)CNNC.Cl. Cell line: HCC-2998. Synergy scores: CSS=-4.39, Synergy_ZIP=-1.69, Synergy_Bliss=-2.89, Synergy_Loewe=-9.49, Synergy_HSA=-5.65. (9) Drug 1: C1=CC(=CC=C1CCC2=CNC3=C2C(=O)NC(=N3)N)C(=O)NC(CCC(=O)O)C(=O)O. Drug 2: CC1=C(C=C(C=C1)C(=O)NC2=CC(=CC(=C2)C(F)(F)F)N3C=C(N=C3)C)NC4=NC=CC(=N4)C5=CN=CC=C5. Cell line: MDA-MB-231. Synergy scores: CSS=10.6, Synergy_ZIP=-5.93, Synergy_Bliss=-0.860, Synergy_Loewe=-5.42, Synergy_HSA=0.550. (10) Drug 1: CC1=CC=C(C=C1)C2=CC(=NN2C3=CC=C(C=C3)S(=O)(=O)N)C(F)(F)F. Drug 2: CC(C)CN1C=NC2=C1C3=CC=CC=C3N=C2N. Cell line: OVCAR3. Synergy scores: CSS=-3.63, Synergy_ZIP=3.15, Synergy_Bliss=2.52, Synergy_Loewe=-2.29, Synergy_HSA=-1.51.